This data is from Catalyst prediction with 721,799 reactions and 888 catalyst types from USPTO. The task is: Predict which catalyst facilitates the given reaction. (1) Reactant: [CH3:1][C:2]1[CH:3]=[C:4]2[C:12](=[CH:13][CH:14]=1)[NH:11][C:10]1[CH:9]([NH:15][C@H:16]([C:18]3[CH:23]=[CH:22][CH:21]=[CH:20][CH:19]=3)[CH3:17])[CH2:8][CH2:7][CH2:6][C:5]2=1.[ClH:24]. Product: [ClH:24].[CH3:1][C:2]1[CH:3]=[C:4]2[C:12](=[CH:13][CH:14]=1)[NH:11][C:10]1[C@H:9]([NH:15][C@H:16]([C:18]3[CH:19]=[CH:20][CH:21]=[CH:22][CH:23]=3)[CH3:17])[CH2:8][CH2:7][CH2:6][C:5]2=1. The catalyst class is: 5. (2) Reactant: O.[OH-].[Li+].[CH3:4][C:5]1[CH:10]=[C:9]([CH3:11])[CH:8]=[C:7]([CH3:12])[C:6]=1[NH:13][C:14]([NH:16][C:17]1[C:18]([C:27]([NH:29][C@H:30]([C:35]([O:37]C)=[O:36])[CH2:31][CH:32]([CH3:34])[CH3:33])=[O:28])=[CH:19][C:20]2[C:25]([CH:26]=1)=[CH:24][CH:23]=[CH:22][CH:21]=2)=[O:15].O.Cl. Product: [CH3:12][C:7]1[CH:8]=[C:9]([CH3:11])[CH:10]=[C:5]([CH3:4])[C:6]=1[NH:13][C:14]([NH:16][C:17]1[C:18]([C:27]([NH:29][C@H:30]([C:35]([OH:37])=[O:36])[CH2:31][CH:32]([CH3:34])[CH3:33])=[O:28])=[CH:19][C:20]2[C:25]([CH:26]=1)=[CH:24][CH:23]=[CH:22][CH:21]=2)=[O:15]. The catalyst class is: 12. (3) Reactant: [CH2:1]([O:3][C:4]([C@H:6]1[CH2:8][C@@H:7]1[C:9]1[CH:14]=[CH:13][C:12]([O:15][C@H:16]2[C:24]3[C:19](=[C:20](Br)[C:21]([C:25]#[N:26])=[CH:22][CH:23]=3)[CH2:18][CH2:17]2)=[CH:11][CH:10]=1)=[O:5])[CH3:2].[Si:28]([O:35][C:36]1[CH:41]=[C:40]([CH3:42])[C:39](B(O)O)=[C:38]([CH3:46])[CH:37]=1)([C:31]([CH3:34])([CH3:33])[CH3:32])([CH3:30])[CH3:29].C1(P(C2CCCCC2)C2C=CC=CC=2C2C=CC=CC=2N(C)C)CCCCC1.C(=O)([O-])[O-].[Na+].[Na+]. Product: [CH2:1]([O:3][C:4]([C@H:6]1[CH2:8][C@@H:7]1[C:9]1[CH:14]=[CH:13][C:12]([O:15][C@H:16]2[C:24]3[C:19](=[C:20]([C:39]4[C:40]([CH3:42])=[CH:41][C:36]([O:35][Si:28]([C:31]([CH3:33])([CH3:32])[CH3:34])([CH3:30])[CH3:29])=[CH:37][C:38]=4[CH3:46])[C:21]([C:25]#[N:26])=[CH:22][CH:23]=3)[CH2:18][CH2:17]2)=[CH:11][CH:10]=1)=[O:5])[CH3:2]. The catalyst class is: 882. (4) Reactant: [C:1]([O:5][C:6](=[O:16])[NH:7][CH2:8][C:9]1[CH:14]=[CH:13][N:12]=[C:11](Br)[CH:10]=1)([CH3:4])([CH3:3])[CH3:2].[F:17][C:18]([F:29])([F:28])[C:19]1[N:24]=[CH:23][C:22](B(O)O)=[CH:21][N:20]=1.C(=O)([O-])[O-].[K+].[K+].O. Product: [C:1]([O:5][C:6](=[O:16])[NH:7][CH2:8][C:9]1[CH:14]=[CH:13][N:12]=[C:11]([C:22]2[CH:21]=[N:20][C:19]([C:18]([F:29])([F:28])[F:17])=[N:24][CH:23]=2)[CH:10]=1)([CH3:4])([CH3:3])[CH3:2]. The catalyst class is: 128. (5) Reactant: [C:1]1(=[O:7])[NH:5][C:4](=[O:6])[CH:3]=[CH:2]1.[C:8]1([P:14]([C:21]2[CH:26]=[CH:25][CH:24]=[CH:23][CH:22]=2)[C:15]2[CH:20]=[CH:19][CH:18]=[CH:17][CH:16]=2)[CH:13]=[CH:12][CH:11]=[CH:10][CH:9]=1. Product: [C:21]1([P:14](=[C:2]2[CH2:3][C:4](=[O:6])[NH:5][C:1]2=[O:7])([C:8]2[CH:9]=[CH:10][CH:11]=[CH:12][CH:13]=2)[C:15]2[CH:20]=[CH:19][CH:18]=[CH:17][CH:16]=2)[CH:22]=[CH:23][CH:24]=[CH:25][CH:26]=1. The catalyst class is: 21. (6) Reactant: Cl[C:2]1[CH:3]=[C:4]([S:12]([NH:15][CH:16]2[CH2:20][CH2:19][CH2:18][CH2:17]2)(=[O:14])=[O:13])[C:5]2[N:6]=[CH:7][CH:8]=[N:9][C:10]=2[CH:11]=1.[CH3:21][C:22]1[C:26](B2OC(C)(C)C(C)(C)O2)=[C:25]([CH3:36])[O:24][N:23]=1.C(=O)([O-])[O-].[Cs+].[Cs+].C(COC)OC. Product: [CH:16]1([NH:15][S:12]([C:4]2[C:5]3[N:6]=[CH:7][CH:8]=[N:9][C:10]=3[CH:11]=[C:2]([C:26]3[C:22]([CH3:21])=[N:23][O:24][C:25]=3[CH3:36])[CH:3]=2)(=[O:14])=[O:13])[CH2:20][CH2:19][CH2:18][CH2:17]1. The catalyst class is: 6. (7) Reactant: [Cl:1][C:2]1[CH:7]=[CH:6][C:5]([C:8]2[N:9]([CH:22]3[CH2:24][CH2:23]3)[C:10](=[O:21])[N:11]([S:13]([C:16]3[NH:20][N:19]=[CH:18][N:17]=3)(=[O:15])=[O:14])[N:12]=2)=[CH:4][CH:3]=1.C(N(CC)C(C)C)(C)C.[Cl:34][C:35]1[CH:42]=[CH:41][CH:40]=[C:39]([Cl:43])[C:36]=1[CH2:37]Br. Product: [Cl:1][C:2]1[CH:3]=[CH:4][C:5]([C:8]2[N:9]([CH:22]3[CH2:24][CH2:23]3)[C:10](=[O:21])[N:11]([S:13]([C:16]3[N:20]([CH2:37][C:36]4[C:35]([Cl:34])=[CH:42][CH:41]=[CH:40][C:39]=4[Cl:43])[N:19]=[CH:18][N:17]=3)(=[O:15])=[O:14])[N:12]=2)=[CH:6][CH:7]=1. The catalyst class is: 4.